This data is from Forward reaction prediction with 1.9M reactions from USPTO patents (1976-2016). The task is: Predict the product of the given reaction. (1) Given the reactants [C:1]([C:4]1[C:5](=[O:31])[N:6]([CH3:30])[C:7]2[C:12]([C:13]=1[NH2:14])=[CH:11][C:10]([C:15]1[CH:20]=[CH:19][C:18]([Cl:21])=[CH:17][CH:16]=1)=[C:9]([C:22]1[CH:27]=[CH:26][C:25]([Cl:28])=[CH:24][C:23]=1[Cl:29])[N:8]=2)(=[O:3])[CH3:2].[C:32]([O:35][CH2:36][C:37](Cl)=[O:38])(=[O:34])[CH3:33], predict the reaction product. The product is: [C:32]([O:35][CH2:36][C:37]([NH:14][C:13]1[C:12]2[C:7](=[N:8][C:9]([C:22]3[CH:27]=[CH:26][C:25]([Cl:28])=[CH:24][C:23]=3[Cl:29])=[C:10]([C:15]3[CH:16]=[CH:17][C:18]([Cl:21])=[CH:19][CH:20]=3)[CH:11]=2)[N:6]([CH3:30])[C:5](=[O:31])[C:4]=1[C:1](=[O:3])[CH3:2])=[O:38])(=[O:34])[CH3:33]. (2) The product is: [F:37][C:3]1[CH:4]=[C:5]([CH:35]=[CH:36][C:2]=1[NH:1][C:46]([C:48]1([C:51](=[O:53])[NH:68][C:67]2[CH:69]=[CH:70][C:64]([F:63])=[CH:65][CH:66]=2)[CH2:50][CH2:49]1)=[O:47])[O:6][C:7]1[CH:12]=[CH:11][N:10]=[C:9]2[CH:13]=[C:14]([C:16]3[N:21]=[CH:20][C:19]([CH2:22][N:23]([CH2:31][CH2:32][O:33][CH3:34])[C:24](=[O:30])[O:25][C:26]([CH3:29])([CH3:28])[CH3:27])=[CH:18][CH:17]=3)[S:15][C:8]=12. Given the reactants [NH2:1][C:2]1[CH:36]=[CH:35][C:5]([O:6][C:7]2[CH:12]=[CH:11][N:10]=[C:9]3[CH:13]=[C:14]([C:16]4[N:21]=[CH:20][C:19]([CH2:22][N:23]([CH2:31][CH2:32][O:33][CH3:34])[C:24](=[O:30])[O:25][C:26]([CH3:29])([CH3:28])[CH3:27])=[CH:18][CH:17]=4)[S:15][C:8]=23)=[CH:4][C:3]=1[F:37].C(N(CC)CC)C.Cl[C:46]([C:48]1([C:51]([OH:53])=O)[CH2:50][CH2:49]1)=[O:47].C(N(C(C)C)CC)(C)C.[F:63][C:64]1[CH:70]=[CH:69][C:67]([NH2:68])=[CH:66][CH:65]=1.CN(C(ON1N=NC2C=CC=NC1=2)=[N+](C)C)C.F[P-](F)(F)(F)(F)F, predict the reaction product. (3) Given the reactants [C:1]([C:5]1[CH:6]=[CH:7][C:8]2[O:12][C:11](S)=[N:10][C:9]=2[CH:14]=1)([CH3:4])([CH3:3])[CH3:2].[NH:15]1[CH2:21][CH2:20][CH2:19][NH:18][CH2:17][CH2:16]1, predict the reaction product. The product is: [C:1]([C:5]1[CH:6]=[CH:7][C:8]2[O:12][C:11]([N:15]3[CH2:21][CH2:20][CH2:19][NH:18][CH2:17][CH2:16]3)=[N:10][C:9]=2[CH:14]=1)([CH3:4])([CH3:3])[CH3:2]. (4) Given the reactants Cl[C:2]1[CH:7]=[CH:6][N:5]=[C:4]([CH3:8])[C:3]=1[O:9][CH3:10].COCCCOCCCO.[NH:21]1[CH2:26][CH2:25][NH:24][CH2:23][CH2:22]1.CN(C)C1C=CC=CC=1, predict the reaction product. The product is: [CH3:10][O:9][C:3]1[C:4]([CH3:8])=[N:5][CH:6]=[CH:7][C:2]=1[N:21]1[CH2:26][CH2:25][NH:24][CH2:23][CH2:22]1. (5) Given the reactants [F:1][C:2]1[C:7]2[N:8]=[CH:9][S:10][C:6]=2[CH:5]=[C:4]([C:11]([NH:13][O:14][CH2:15][CH2:16][O:17]C=C)=[O:12])[C:3]=1[NH:20][C:21]1[CH:26]=[CH:25][C:24]([Br:27])=[CH:23][C:22]=1[Cl:28].Cl.C([O-])(O)=O.[Na+], predict the reaction product. The product is: [F:1][C:2]1[C:7]2[N:8]=[CH:9][S:10][C:6]=2[CH:5]=[C:4]([C:11]([NH:13][O:14][CH2:15][CH2:16][OH:17])=[O:12])[C:3]=1[NH:20][C:21]1[CH:26]=[CH:25][C:24]([Br:27])=[CH:23][C:22]=1[Cl:28]. (6) Given the reactants C[O:2][C:3]([C:5]1[N:6]([CH3:26])[N:7]=[C:8]([O:10][CH2:11][C:12]2[C:13]([C:19]3[CH:24]=[CH:23][C:22]([Cl:25])=[CH:21][CH:20]=3)=[N:14][O:15][C:16]=2[CH2:17][OH:18])[CH:9]=1)=O.[F:27][C:28]([F:35])([C:31]([F:34])([F:33])[F:32])[CH2:29][NH2:30], predict the reaction product. The product is: [F:27][C:28]([F:35])([C:31]([F:34])([F:33])[F:32])[CH2:29][NH:30][C:3]([C:5]1[N:6]([CH3:26])[N:7]=[C:8]([O:10][CH2:11][C:12]2[C:13]([C:19]3[CH:20]=[CH:21][C:22]([Cl:25])=[CH:23][CH:24]=3)=[N:14][O:15][C:16]=2[CH2:17][OH:18])[CH:9]=1)=[O:2]. (7) Given the reactants [Br:1][C:2]1[CH:3]=[CH:4][C:5]([F:10])=[C:6]([CH2:8]O)[CH:7]=1.P(Br)(Br)[Br:12].C([O-])(O)=O.[Na+], predict the reaction product. The product is: [Br:1][C:2]1[CH:3]=[CH:4][C:5]([F:10])=[C:6]([CH2:8][Br:12])[CH:7]=1. (8) The product is: [CH3:11][C:8]1([CH3:12])[C:9]2[C:5](=[CH:4][CH:3]=[C:2]([CH:20]=[O:21])[CH:10]=2)[CH2:6][O:7]1. Given the reactants Br[C:2]1[CH:10]=[C:9]2[C:5]([CH2:6][O:7][C:8]2([CH3:12])[CH3:11])=[CH:4][CH:3]=1.CCCCCC.C[CH2:20][O:21]C(C)=O, predict the reaction product. (9) Given the reactants [C:1]1([C:7]2[C:8]3[S:20][C:19]([C:21]([O:23][CH3:24])=[O:22])=[CH:18][C:9]=3[NH:10][C:11]=2[C:12]2[CH:17]=[CH:16][CH:15]=[CH:14][CH:13]=2)[CH2:6][CH2:5][CH2:4][CH2:3][CH:2]=1.C([SiH](CC)CC)C, predict the reaction product. The product is: [CH:1]1([C:7]2[C:8]3[S:20][C:19]([C:21]([O:23][CH3:24])=[O:22])=[CH:18][C:9]=3[NH:10][C:11]=2[C:12]2[CH:13]=[CH:14][CH:15]=[CH:16][CH:17]=2)[CH2:2][CH2:3][CH2:4][CH2:5][CH2:6]1.